Dataset: Full USPTO retrosynthesis dataset with 1.9M reactions from patents (1976-2016). Task: Predict the reactants needed to synthesize the given product. (1) Given the product [CH2:33]([O:6][C:5](=[O:7])[C:4]1[CH:8]=[CH:9][CH:10]=[C:11]([CH2:12][CH:13]([NH:27][C:28](=[O:31])[CH2:29][CH3:30])[B:14]2[O:22][CH:21]3[C:16]([CH3:26])([CH:17]4[CH2:23][CH:19]([CH2:20]3)[C:18]4([CH3:25])[CH3:24])[O:15]2)[C:3]=1[O:2][CH3:1])[CH2:34][CH2:35][CH3:36], predict the reactants needed to synthesize it. The reactants are: [CH3:1][O:2][C:3]1[C:11]([CH2:12][CH:13]([NH:27][C:28](=[O:31])[CH2:29][CH3:30])[B:14]2[O:22][CH:21]3[C:16]([CH3:26])([CH:17]4[CH2:23][CH:19]([CH2:20]3)[C:18]4([CH3:25])[CH3:24])[O:15]2)=[CH:10][CH:9]=[CH:8][C:4]=1[C:5]([OH:7])=[O:6].I[CH2:33][CH2:34][CH2:35][CH3:36]. (2) Given the product [Br:30][C:17]1[C:16]2[C:20](=[CH:21][CH:22]=[C:14]([C:12]([NH:11][C@H:1]3[C:10]4[C:5](=[CH:6][CH:7]=[CH:8][CH:9]=4)[CH2:4][CH2:3][CH2:2]3)=[O:13])[CH:15]=2)[NH:19][N:18]=1, predict the reactants needed to synthesize it. The reactants are: [C@H:1]1([NH:11][C:12]([C:14]2[CH:15]=[C:16]3[C:20](=[CH:21][CH:22]=2)[NH:19][N:18]=[CH:17]3)=[O:13])[C:10]2[C:5](=[CH:6][CH:7]=[CH:8][CH:9]=2)[CH2:4][CH2:3][CH2:2]1.C1C(=O)N([Br:30])C(=O)C1. (3) The reactants are: [NH2:1][C:2]1[CH:3]=[C:4]([OH:8])[CH:5]=[CH:6][CH:7]=1.Cl[C:10]1[C:19]2[C:14](=[CH:15][C:16]([Cl:20])=[CH:17][CH:18]=2)[N:13]=[CH:12][CH:11]=1. Given the product [Cl:20][C:16]1[CH:15]=[C:14]2[C:19]([C:10]([NH:1][C:2]3[CH:3]=[C:4]([OH:8])[CH:5]=[CH:6][CH:7]=3)=[CH:11][CH:12]=[N:13]2)=[CH:18][CH:17]=1, predict the reactants needed to synthesize it. (4) Given the product [C:1]([C:4]1[N:5]([CH2:18][O:19][C:20](=[O:25])[C:21]([CH3:24])([CH3:23])[CH3:22])[CH:6]=[C:7]([CH2:9][OH:10])[N:8]=1)(=[O:3])[CH3:2], predict the reactants needed to synthesize it. The reactants are: [C:1]([C:4]1[N:5]([CH2:18][O:19][C:20](=[O:25])[C:21]([CH3:24])([CH3:23])[CH3:22])[CH:6]=[C:7]([CH2:9][O:10][Si](C(C)(C)C)(C)C)[N:8]=1)(=[O:3])[CH3:2].C(O)(=O)C.CCCC[N+](CCCC)(CCCC)CCCC.[F-]. (5) Given the product [CH:10]1([C:2]2[C:7]([C:8]#[N:9])=[CH:6][CH:5]=[CH:4][N:3]=2)[CH2:12][CH2:11]1, predict the reactants needed to synthesize it. The reactants are: Cl[C:2]1[C:7]([C:8]#[N:9])=[CH:6][CH:5]=[CH:4][N:3]=1.[CH:10]1(B(O)O)[CH2:12][CH2:11]1.C1(P(C2CCCCC2)C2CCCCC2)CCCCC1.[O-]P([O-])([O-])=O.[K+].[K+].[K+]. (6) Given the product [NH:1]1[C:9]2[C:4](=[CH:5][CH:6]=[CH:7][CH:8]=2)[C:3]([C:10]([Cl:16])=[O:12])=[CH:2]1, predict the reactants needed to synthesize it. The reactants are: [NH:1]1[C:9]2[C:4](=[CH:5][CH:6]=[CH:7][CH:8]=2)[C:3]([C:10]([OH:12])=O)=[CH:2]1.C(Cl)(=O)C([Cl:16])=O. (7) Given the product [C:1]([O:5][C:6]([N:8]1[CH2:9][CH:10]([C:12]2[CH:13]=[CH:14][C:15]([C:18]3[CH2:42][C:41]([C:39]4[CH:38]=[C:37]([Cl:47])[CH:36]=[C:35]([Cl:34])[CH:40]=4)([C:43]([F:44])([F:46])[F:45])[O:20][N:19]=3)=[CH:16][CH:17]=2)[CH2:11]1)=[O:7])([CH3:4])([CH3:2])[CH3:3], predict the reactants needed to synthesize it. The reactants are: [C:1]([O:5][C:6]([N:8]1[CH2:11][CH:10]([C:12]2[CH:17]=[CH:16][C:15]([CH:18]=[N:19][OH:20])=[CH:14][CH:13]=2)[CH2:9]1)=[O:7])([CH3:4])([CH3:3])[CH3:2].C1C(=O)N(Cl)C(=O)C1.C(=O)([O-])O.[K+].[Cl:34][C:35]1[CH:40]=[C:39]([C:41]([C:43]([F:46])([F:45])[F:44])=[CH2:42])[CH:38]=[C:37]([Cl:47])[CH:36]=1. (8) Given the product [CH2:1]([C:3]1[CH:4]=[CH:5][C:6]([C:9]2[C:14]([F:15])=[C:13]([F:16])[C:12]([OH:17])=[C:11]([CH:24]=[CH:29][C:30](=[O:31])[CH3:32])[CH:10]=2)=[CH:7][CH:8]=1)[CH3:2], predict the reactants needed to synthesize it. The reactants are: [CH2:1]([C:3]1[CH:8]=[CH:7][C:6]([C:9]2[C:14]([F:15])=[C:13]([F:16])[C:12]([O:17]COCCOC)=[C:11]([CH:24]=O)[CH:10]=2)=[CH:5][CH:4]=1)[CH3:2].[OH-].[Na+].O.[CH3:29][C:30]([CH3:32])=[O:31]. (9) Given the product [C:55]([C:50]1[CH:51]=[C:52]2[C:47](=[C:48]([F:59])[CH:49]=1)[C:46](=[O:60])[N:45]([C:31]1[CH:32]=[CH:33][CH:34]=[C:35]([C:2]3[CH:3]=[C:4]([NH:10][C:11]4[CH:16]=[CH:15][C:14]([CH2:17][N:18]5[CH2:23][CH2:22][N:21]([CH3:24])[CH2:20][CH2:19]5)=[CH:13][N:12]=4)[C:5](=[O:9])[N:6]([CH3:8])[N:7]=3)[C:30]=1[CH2:29][O:28][C:25](=[O:27])[CH3:26])[N:54]=[CH:53]2)([CH3:56])([CH3:57])[CH3:58], predict the reactants needed to synthesize it. The reactants are: Cl[C:2]1[CH:3]=[C:4]([NH:10][C:11]2[CH:16]=[CH:15][C:14]([CH2:17][N:18]3[CH2:23][CH2:22][N:21]([CH3:24])[CH2:20][CH2:19]3)=[CH:13][N:12]=2)[C:5](=[O:9])[N:6]([CH3:8])[N:7]=1.[C:25]([O:28][CH2:29][C:30]1[C:35](B2OC(C)(C)C(C)(C)O2)=[CH:34][CH:33]=[CH:32][C:31]=1[N:45]1[N:54]=[CH:53][C:52]2[C:47](=[C:48]([F:59])[CH:49]=[C:50]([C:55]([CH3:58])([CH3:57])[CH3:56])[CH:51]=2)[C:46]1=[O:60])(=[O:27])[CH3:26].CC(C1C=C(C(C)C)C(C2C=CC=CC=2P(C2CCCCC2)C2CCCCC2)=C(C(C)C)C=1)C.P([O-])([O-])([O-])=O.[K+].[K+].[K+]. (10) Given the product [Cl:3][C:4]1[CH:5]=[CH:6][C:7]([O:12][CH2:13][C:14]([CH2:16][I:2])=[CH2:15])=[C:8]([CH:11]=1)[CH:9]=[O:10], predict the reactants needed to synthesize it. The reactants are: [Na+].[I-:2].[Cl:3][C:4]1[CH:5]=[CH:6][C:7]([O:12][CH2:13][C:14]([CH2:16]Cl)=[CH2:15])=[C:8]([CH:11]=1)[CH:9]=[O:10].